Predict the product of the given reaction. From a dataset of Forward reaction prediction with 1.9M reactions from USPTO patents (1976-2016). (1) Given the reactants Cl[C:2]1[CH:7]=[C:6]([C:8]2[CH:13]=[C:12]([I:14])[CH:11]=[CH:10][C:9]=2[O:15][CH2:16][CH3:17])[N:5]=[C:4]([NH2:18])[N:3]=1.Cl.[N:20]([C:23]1[CH:29]=[CH:28][C:26]([NH2:27])=[CH:25][CH:24]=1)=[N+:21]=[N-:22].Cl.C(=O)(O)[O-].[Na+], predict the reaction product. The product is: [N:20]([C:23]1[CH:29]=[CH:28][C:26]([NH:27][C:2]2[CH:7]=[C:6]([C:8]3[CH:13]=[C:12]([I:14])[CH:11]=[CH:10][C:9]=3[O:15][CH2:16][CH3:17])[N:5]=[C:4]([NH2:18])[N:3]=2)=[CH:25][CH:24]=1)=[N+:21]=[N-:22]. (2) Given the reactants [N+:1]([C:4]1[CH:5]=[C:6]2[C:10](=[CH:11][CH:12]=1)[N:9]([C:13](=[O:15])[CH3:14])[CH2:8][CH2:7]2)([O-])=O.[H][H], predict the reaction product. The product is: [NH2:1][C:4]1[CH:5]=[C:6]2[C:10](=[CH:11][CH:12]=1)[N:9]([C:13](=[O:15])[CH3:14])[CH2:8][CH2:7]2. (3) Given the reactants [N+:1]([C:4]1[C:13]2[C:8](=[CH:9][CH:10]=[CH:11][CH:12]=2)[CH:7]=[CH:6][C:5]=1[CH:14]=[O:15])([O-:3])=[O:2].[Br:16][C:17]1[CH:22]=[CH:21][CH:20]=[C:19](I)[CH:18]=1, predict the reaction product. The product is: [Br:16][C:17]1[CH:18]=[C:19]([CH:14]([C:5]2[CH:6]=[CH:7][C:8]3[C:13](=[CH:12][CH:11]=[CH:10][CH:9]=3)[C:4]=2[N+:1]([O-:3])=[O:2])[OH:15])[CH:20]=[CH:21][CH:22]=1.